This data is from Full USPTO retrosynthesis dataset with 1.9M reactions from patents (1976-2016). The task is: Predict the reactants needed to synthesize the given product. Given the product [C:1]([C:5]1[CH:18]=[CH:17][C:8]2[NH:9][C:10]([CH2:12][CH2:13][CH2:14][CH2:15][Cl:21])=[N:11][C:7]=2[CH:6]=1)([CH3:4])([CH3:3])[CH3:2], predict the reactants needed to synthesize it. The reactants are: [C:1]([C:5]1[CH:18]=[CH:17][C:8]2[NH:9][C:10]([CH2:12][CH2:13][CH2:14][CH2:15]O)=[N:11][C:7]=2[CH:6]=1)([CH3:4])([CH3:3])[CH3:2].O=S(Cl)[Cl:21].